This data is from Forward reaction prediction with 1.9M reactions from USPTO patents (1976-2016). The task is: Predict the product of the given reaction. (1) Given the reactants CS([C:5]1[N:10]=[C:9]([C:11]2[S:15][C:14](/[CH:16]=[CH:17]/[CH:18]([OH:20])[CH3:19])=[CH:13][CH:12]=2)[CH:8]=[CH:7][N:6]=1)(=O)=O.[CH3:21][C:22]1([CH3:31])[CH2:27][CH:26]([NH2:28])[CH2:25][C:24]([CH3:30])([CH3:29])[NH:23]1.CCN(C(C)C)C(C)C, predict the reaction product. The product is: [CH3:21][C:22]1([CH3:31])[CH2:27][CH:26]([NH:28][C:5]2[N:10]=[C:9]([C:11]3[S:15][C:14](/[CH:16]=[CH:17]/[CH:18]([OH:20])[CH3:19])=[CH:13][CH:12]=3)[CH:8]=[CH:7][N:6]=2)[CH2:25][C:24]([CH3:30])([CH3:29])[NH:23]1. (2) Given the reactants [CH:1]1([N:5]2[CH2:11][C:10]([F:13])([F:12])[C:9](=[O:14])[N:8]([CH3:15])[C:7]3[CH:16]=[N:17][C:18]([NH:20][C:21]4[CH:29]=[CH:28][C:24]([C:25](O)=[O:26])=[CH:23][CH:22]=4)=[N:19][C:6]2=3)[CH2:4][CH2:3][CH2:2]1.C(N(CC)CC)C.CN(C(=[N+](C)C)ON1C2=NC=CC=C2N=N1)C.F[P-](F)(F)(F)(F)F.Cl.[CH:62]1[C:74]2[CH:73]([CH2:75][O:76][C:77](=[O:85])[NH:78][CH:79]3[CH2:84][CH2:83][NH:82][CH2:81][CH2:80]3)[C:72]3[C:67](=[CH:68][CH:69]=[CH:70][CH:71]=3)[C:66]=2[CH:65]=[CH:64][CH:63]=1, predict the reaction product. The product is: [CH:62]1[C:74]2[CH:73]([CH2:75][O:76][C:77](=[O:85])[NH:78][CH:79]3[CH2:80][CH2:81][N:82]([C:25](=[O:26])[C:24]4[CH:28]=[CH:29][C:21]([NH:20][C:18]5[N:17]=[CH:16][C:7]6[N:8]([CH3:15])[C:9](=[O:14])[C:10]([F:12])([F:13])[CH2:11][N:5]([CH:1]7[CH2:4][CH2:3][CH2:2]7)[C:6]=6[N:19]=5)=[CH:22][CH:23]=4)[CH2:83][CH2:84]3)[C:72]3[C:67](=[CH:68][CH:69]=[CH:70][CH:71]=3)[C:66]=2[CH:65]=[CH:64][CH:63]=1.